From a dataset of Reaction yield outcomes from USPTO patents with 853,638 reactions. Predict the reaction yield, written as a fraction of the theoretical maximum amount of product (1.0 means a 100% yield; for example, 0.34 means a 34% yield). (1) The catalyst is [Pd].C1(P(C2C=CC=CC=2)C2C=CC=CC=2)C=CC=CC=1.C1(P(C2C=CC=CC=2)C2C=CC=CC=2)C=CC=CC=1.C1(P(C2C=CC=CC=2)C2C=CC=CC=2)C=CC=CC=1.C1(P(C2C=CC=CC=2)C2C=CC=CC=2)C=CC=CC=1. The product is [CH2:1]([N:8]([CH3:17])[C:9]([C:11]1[S:12][C:13]([C:24]2[CH:23]=[CH:22][CH:21]=[C:20]([O:19][CH3:18])[CH:25]=2)=[CH:14][CH:15]=1)=[O:10])[C:2]1[CH:7]=[CH:6][CH:5]=[CH:4][CH:3]=1. The reactants are [CH2:1]([N:8]([CH3:17])[C:9]([C:11]1[S:12][C:13](Br)=[CH:14][CH:15]=1)=[O:10])[C:2]1[CH:7]=[CH:6][CH:5]=[CH:4][CH:3]=1.[CH3:18][O:19][C:20]1[CH:21]=[C:22](B(O)O)[CH:23]=[CH:24][CH:25]=1. The yield is 0.860. (2) The reactants are [CH3:1][C:2]1[C:3]([CH3:21])=[CH:4][C:5]2[N:14]([CH2:15][CH:16]=O)[C:13]3[C:8]([C:9](=[O:19])[NH:10][C:11](=[O:18])[N:12]=3)=[N:7][C:6]=2[CH:20]=1.[C:22]1([CH2:30][NH2:31])[CH:27]=[CH:26][C:25]([CH2:28][NH2:29])=[CH:24][CH:23]=1.C(O)(=O)C.C([BH3-])#N.[Na+]. The catalyst is CO. The product is [NH2:29][CH2:28][C:25]1[CH:26]=[CH:27][C:22]([CH2:30][NH:31][CH2:16][CH2:15][N:14]2[C:13]3[C:8]([C:9](=[O:19])[NH:10][C:11](=[O:18])[N:12]=3)=[N:7][C:6]3[CH:20]=[C:2]([CH3:1])[C:3]([CH3:21])=[CH:4][C:5]2=3)=[CH:23][CH:24]=1. The yield is 0.230. (3) The reactants are [CH2:1]([O:8][C@@H:9]1[C@@:15]([CH2:25][O:26][S:27]([CH3:30])(=[O:29])=[O:28])([CH2:16][O:17][CH2:18][C:19]2[CH:24]=[CH:23][CH:22]=[CH:21][CH:20]=2)[O:14][C@H:11]([O:12][CH3:13])[C@@H:10]1[OH:31])[C:2]1[CH:7]=[CH:6][CH:5]=[CH:4][CH:3]=1.[C:32](OC(=O)C)(=[O:34])[CH3:33]. The catalyst is N1C=CC=CC=1. The product is [C:32]([O:31][C@@H:10]1[C@H:9]([O:8][CH2:1][C:2]2[CH:3]=[CH:4][CH:5]=[CH:6][CH:7]=2)[C@@:15]([CH2:25][O:26][S:27]([CH3:30])(=[O:29])=[O:28])([CH2:16][O:17][CH2:18][C:19]2[CH:20]=[CH:21][CH:22]=[CH:23][CH:24]=2)[O:14][CH:11]1[O:12][CH3:13])(=[O:34])[CH3:33]. The yield is 1.00. (4) The reactants are [OH:1][C:2]1[CH:7]=[CH:6][C:5]([C:8]([O:10][CH3:11])=[O:9])=[CH:4][N:3]=1.[C:12]([O:16][C:17]([N:19]1[CH2:25][CH2:24][CH2:23][C@H:20]1[CH2:21]O)=[O:18])([CH3:15])([CH3:14])[CH3:13].C1C=CC(P(C2C=CC=CC=2)C2C=CC=CC=2)=CC=1.CC(OC(/N=N/C(OC(C)C)=O)=O)C. The catalyst is C1COCC1. The product is [C:12]([O:16][C:17]([N:19]1[CH2:25][CH2:24][CH2:23][CH:20]1[CH2:21][O:1][C:2]1[CH:7]=[CH:6][C:5]([C:8]([O:10][CH3:11])=[O:9])=[CH:4][N:3]=1)=[O:18])([CH3:15])([CH3:13])[CH3:14]. The yield is 0.320. (5) The reactants are [CH3:1][C:2]([C:4]1[CH:9]=[CH:8][C:7](Br)=[CH:6][CH:5]=1)=[O:3].[CH3:11][CH2:12][N:13]([CH2:16][CH2:17][OH:18])[CH2:14][CH3:15].C([O-])([O-])=O.[K+].[K+]. The catalyst is CS(C)=O.[Cu].[Cu]I. The product is [CH2:12]([N:13]([CH2:14][CH3:15])[CH2:16][CH2:17][O:18][C:7]1[CH:8]=[CH:9][C:4]([C:2](=[O:3])[CH3:1])=[CH:5][CH:6]=1)[CH3:11]. The yield is 0.820.